The task is: Predict which catalyst facilitates the given reaction.. This data is from Catalyst prediction with 721,799 reactions and 888 catalyst types from USPTO. (1) Product: [C:34]([NH:1][C:2]1[CH:3]=[C:4]([CH:21]=[CH:22][CH:23]=1)[CH2:5][N:6]1[CH:15]=[CH:14][C:13]2[C:8](=[CH:9][C:10]([C:16]([O:18][CH3:19])=[O:17])=[CH:11][CH:12]=2)[C:7]1=[O:20])(=[O:35])[CH:33]([CH3:37])[CH3:32]. The catalyst class is: 2. Reactant: [NH2:1][C:2]1[CH:3]=[C:4]([CH:21]=[CH:22][CH:23]=1)[CH2:5][N:6]1[CH:15]=[CH:14][C:13]2[C:8](=[CH:9][C:10]([C:16]([O:18][CH3:19])=[O:17])=[CH:11][CH:12]=2)[C:7]1=[O:20].Cl.C(N(CC)CC)C.[CH3:32][CH:33]([CH3:37])[C:34](Cl)=[O:35]. (2) Reactant: [Cl:1][C:2]1[CH:3]=[C:4]([CH:31]=[CH:32][C:33]=1[Cl:34])[C:5]([NH:7][C:8]1[CH:30]=[CH:29][C:11]([CH2:12][C:13]2[C:21]3[C:16](=[CH:17][CH:18]=[CH:19][CH:20]=3)[N:15]([CH2:22][C:23]([O:25]CC)=[O:24])[C:14]=2[CH3:28])=[CH:10][CH:9]=1)=[O:6].O.[OH-].[Li+].O1CCCC1.CO. Product: [Cl:1][C:2]1[CH:3]=[C:4]([CH:31]=[CH:32][C:33]=1[Cl:34])[C:5]([NH:7][C:8]1[CH:30]=[CH:29][C:11]([CH2:12][C:13]2[C:21]3[C:16](=[CH:17][CH:18]=[CH:19][CH:20]=3)[N:15]([CH2:22][C:23]([OH:25])=[O:24])[C:14]=2[CH3:28])=[CH:10][CH:9]=1)=[O:6]. The catalyst class is: 6.